This data is from Forward reaction prediction with 1.9M reactions from USPTO patents (1976-2016). The task is: Predict the product of the given reaction. (1) Given the reactants [F:1][C:2]1[CH:3]=[C:4]([N:15]2[CH2:19][CH:18]([CH2:20][NH:21][C:22](=[O:24])[CH3:23])[O:17][C:16]2=[O:25])[CH:5]=[CH:6][C:7]=1[CH:8]1[CH2:13][CH2:12][C:11](=O)[CH2:10][CH2:9]1.Cl.[NH2:27][OH:28], predict the reaction product. The product is: [F:1][C:2]1[CH:3]=[C:4]([N:15]2[CH2:19][CH:18]([CH2:20][NH:21][C:22](=[O:24])[CH3:23])[O:17][C:16]2=[O:25])[CH:5]=[CH:6][C:7]=1[CH:8]1[CH2:9][CH2:10][C:11](=[N:27][OH:28])[CH2:12][CH2:13]1. (2) Given the reactants [CH:1]1([NH:4][C:5]([C:7]2[N:8]=[N:9][N:10]([C:21]3[CH:26]=[CH:25][C:24]([C:27]([NH:29][CH2:30][CH3:31])=[O:28])=[CH:23][CH:22]=3)[C:11]=2[CH2:12][S:13]([C:15]2[CH:20]=[CH:19][CH:18]=[CH:17][CH:16]=2)=[O:14])=[O:6])[CH2:3][CH2:2]1.ClC1C=CC=C(C(OO)=[O:40])C=1, predict the reaction product. The product is: [CH:1]1([NH:4][C:5]([C:7]2[N:8]=[N:9][N:10]([C:21]3[CH:22]=[CH:23][C:24]([C:27]([NH:29][CH2:30][CH3:31])=[O:28])=[CH:25][CH:26]=3)[C:11]=2[CH2:12][S:13]([C:15]2[CH:20]=[CH:19][CH:18]=[CH:17][CH:16]=2)(=[O:40])=[O:14])=[O:6])[CH2:2][CH2:3]1. (3) Given the reactants [CH:1]([Cl:4])(Cl)Cl.[C:5]([C:9]1[CH:13]=[C:12](CO)[NH:11][N:10]=1)([CH3:8])([CH3:7])[CH3:6].S(Cl)(Cl)=O, predict the reaction product. The product is: [C:5]([C:9]1[CH:13]=[C:12]([CH2:1][Cl:4])[NH:11][N:10]=1)([CH3:8])([CH3:7])[CH3:6]. (4) Given the reactants Cl[C:2]1[S:3][CH:4]=[C:5]([C:7]([F:10])([F:9])[F:8])[N:6]=1.C([O-])([O-])=O.[K+].[K+].[C:17]([CH2:19][C:20]([O:22][C:23]([CH3:26])([CH3:25])[CH3:24])=[O:21])#[N:18].Cl, predict the reaction product. The product is: [C:17]([CH:19]([C:2]1[S:3][CH:4]=[C:5]([C:7]([F:10])([F:9])[F:8])[N:6]=1)[C:20]([O:22][C:23]([CH3:26])([CH3:25])[CH3:24])=[O:21])#[N:18].